Task: Binary Classification. Given a miRNA mature sequence and a target amino acid sequence, predict their likelihood of interaction.. Dataset: Experimentally validated miRNA-target interactions with 360,000+ pairs, plus equal number of negative samples (1) The miRNA is hsa-miR-148b-3p with sequence UCAGUGCAUCACAGAACUUUGU. The protein sequence of the target gene is MALLLLSLGLSLIAAQEFDPHTVMQRNYNVARVSGVWYSIFMASDDLNRIKENGDLRVFVRNIEHLKNGSLIFDFEYMVQGECVAVVVVCEKTEKNGEYSINYEGQNTVAVSETDYRLFITFHLQNFRNGTETHTLALYETCEKYGLGSQNIIDLTNKDPCYSKHYRSPPRPPMRW. Result: 1 (interaction). (2) The miRNA is hsa-miR-142-3p with sequence UGUAGUGUUUCCUACUUUAUGGA. Result: 1 (interaction). The protein sequence of the target gene is MADGGSERADGRIVKMEVDYSATVDQRLPECAKLAKEGRLQEVIETLLSLEKQTRTASDMVSTSRILVAVVKMCYEAKEWDLLNENIMLLSKRRSQLKQAVAKMVQQCCTYVEEITDLPIKLRLIDTLRMVTEGKIYVEIERARLTKTLATIKEQNGDVKEAASILQELQVETYGSMEKKERVEFILEQMRLCLAVKDYIRTQIISKKINTKFFQEENTEKLKLKYYNLMIQLDQHEGSYLSICKHYRAIYDTPCIQAESEKWQQALKSVVLYVILAPFDNEQSDLVHRISGDKKLEEIP.... (3) The miRNA is rno-miR-23b-3p with sequence AUCACAUUGCCAGGGAUUACC. The protein sequence of the target gene is MIFPVTLLAFQWHRRPGGRALSRAAMEVAFRGVRKVLCVAEKNDAAKGIADLLSNGRMRRKEGLSKFNKIYEFDYHLYGQNVTMIMTSVSGHLLAHDFQMQFRKWQSCNPLVLFEAEIEKYCPENFIDIKKTLERETHHCQALVIWTDCDREGENIGFEIIHVCKAVKPNLRVLRARFSEITPHAVRTACENLTEPDQRVSDAVDVRQELDLRIGAAFTRFQTLRLQRIFPEVLAEQLISYGSCQFPTLGFVVERFKAIQAFVPEVFHKIKVTHDHKDGTVEFNWKRYRLFNHTACLVLY.... Result: 0 (no interaction). (4) The miRNA is hsa-miR-873-3p with sequence GGAGACUGAUGAGUUCCCGGGA. The protein sequence of the target gene is MRLAAAANEAYTAPLAVSGLLGCKQCGGGRDQDEELGIRIPRPLGQGPSRFIPEKEILQVGSEDAQMHALFADSFAALGRLDNITLVMVFHPQYLESFLKTQHYLLQMDGPLPLHYRHYIGIMAAARHQCSYLVNLHVNDFLHVGGDPKWLNGLENAPQKLQNLGELNKVLAHRPWLITKEHIEGLLKAEEHSWSLAELVHAVVLLTHYHSLASFTFGCGISPEIHCDGGHTFRPPSVSNYCICDITNGNHSVDEMPVNSAENVSVSDSFFEVEALMEKMRQLQECRDEEEASQEEMASR.... Result: 1 (interaction). (5) The miRNA is hsa-miR-2116-3p with sequence CCUCCCAUGCCAAGAACUCCC. The protein sequence of the target gene is MAGNKGRGRAAYTFNIEAVGFSRGEKLPDVVLKPPPLFPDTDYKPVPLKTGEDEDYMLALKQELRETVKRLPYFIEPPEEKQDDIERYSKRYMKVYKEEWVPDWRRLPREMMPRKKCKKGDPKSKPSKAAAKATSLINSADVLKTIEELEKRGEGERSDEENEEKEGSKEKDKDDEEDGEEDAEQEDYDEEEQEEENDYINSYFDNGDDFGVDSDDNMDEATY. Result: 0 (no interaction). (6) Result: 1 (interaction). The miRNA is hsa-miR-1909-3p with sequence CGCAGGGGCCGGGUGCUCACCG. The protein sequence of the target gene is MGLSPGQTSVSFLWPLLEVRDHNTGRGLVPATVLTPGSPETLLELRQAFLGSRQARHGHDAAPSSGQQGCSVDRTAGRPVLGWRLRNSLTGQEGRQHLHLSGIRTSRKAKEYKPVFFGATEISVLMAVAESLREPPPPQWGWFLSSLFLKIF. (7) The protein sequence of the target gene is MTLEGLYLARGPLARLLLAWSALLCMAGGQGRWDGALEAAGPGRVRRRGSPGILQGPNVCGSRFHAYCCPGWRTFPGRSQCVVPICRRACGEGFCSQPNLCTCADGTLAPSCGVSRGSGCSVSCMNGGTCRGASCLCQKGYTGTVCGQPICDRGCHNGGRCIGPNRCACVYGFMGPQCERDYRTGPCFGQVGPEGCQHQLTGLVCTKALCCATVGRAWGLPCELCPAQPHPCRRGFIPNIHTGACQDVDECQAVPGLCQGGSCVNMVGSFHCRCPVGHRLSDSSAACEDYRAGACFSVLF.... The miRNA is hsa-miR-494-5p with sequence AGGUUGUCCGUGUUGUCUUCUCU. Result: 0 (no interaction).